Regression. Given two drug SMILES strings and cell line genomic features, predict the synergy score measuring deviation from expected non-interaction effect. From a dataset of NCI-60 drug combinations with 297,098 pairs across 59 cell lines. Drug 1: CC1=C2C(C(=O)C3(C(CC4C(C3C(C(C2(C)C)(CC1OC(=O)C(C(C5=CC=CC=C5)NC(=O)OC(C)(C)C)O)O)OC(=O)C6=CC=CC=C6)(CO4)OC(=O)C)O)C)O. Drug 2: C1=CN(C=N1)CC(O)(P(=O)(O)O)P(=O)(O)O. Cell line: T-47D. Synergy scores: CSS=-1.51, Synergy_ZIP=1.75, Synergy_Bliss=3.32, Synergy_Loewe=-1.07, Synergy_HSA=-0.787.